Predict the reactants needed to synthesize the given product. From a dataset of Full USPTO retrosynthesis dataset with 1.9M reactions from patents (1976-2016). (1) The reactants are: CS(O)(=O)=O.OO.[Cl:8][C:9]1[CH:44]=[CH:43][CH:42]=[CH:41][C:10]=1[CH2:11][N:12]1[C:20]2[C:19](=[O:21])[N:18]([CH3:22])[C:17](=[O:23])[N:16]([CH3:24])[C:15]=2[C:14](C=O)=[C:13]1[N:27]1[CH2:32][CH2:31][CH2:30][C@@H:29]([NH:33][C:34](=[O:40])[O:35][C:36]([CH3:39])([CH3:38])[CH3:37])[CH2:28]1.S([O-])([O-])=[O:46].[Na+].[Na+]. Given the product [Cl:8][C:9]1[CH:44]=[CH:43][CH:42]=[CH:41][C:10]=1[CH2:11][N:12]1[C:20]2[C:19](=[O:21])[N:18]([CH3:22])[C:17](=[O:23])[N:16]([CH3:24])[C:15]=2[C:14]([OH:46])=[C:13]1[N:27]1[CH2:32][CH2:31][CH2:30][C@@H:29]([NH:33][C:34](=[O:40])[O:35][C:36]([CH3:38])([CH3:39])[CH3:37])[CH2:28]1, predict the reactants needed to synthesize it. (2) Given the product [C:21]([Si:18]([CH3:20])([CH3:19])[O:17][CH2:16][CH2:15][CH2:14][O:10][C:5]1[CH:6]=[CH:7][CH:8]=[CH:9][C:4]=1[N+:1]([O-:3])=[O:2])([CH3:24])([CH3:23])[CH3:22], predict the reactants needed to synthesize it. The reactants are: [N+:1]([C:4]1[CH:9]=[CH:8][CH:7]=[CH:6][C:5]=1[OH:10])([O-:3])=[O:2].[H-].[Na+].Br[CH2:14][CH2:15][CH2:16][O:17][Si:18]([C:21]([CH3:24])([CH3:23])[CH3:22])([CH3:20])[CH3:19].C(=O)([O-])[O-].[K+].[K+].C(O)(=O)CC(CC(O)=O)(C(O)=O)O. (3) Given the product [CH3:1][C:2]([CH2:6][CH2:7][CH:8]=[C:9]([CH3:16])[CH2:10][CH2:11][CH:12]=[C:13]([CH3:15])[CH3:14])=[CH:3][CH:4]1[S:21][CH2:17][CH2:18][CH2:19][S:20]1, predict the reactants needed to synthesize it. The reactants are: [CH3:1][C:2]([CH2:6][CH2:7][CH:8]=[C:9]([CH3:16])[CH2:10][CH2:11][CH:12]=[C:13]([CH3:15])[CH3:14])=[CH:3][CH:4]=O.[CH2:17]([SH:21])[CH2:18][CH2:19][SH:20].II. (4) Given the product [CH3:12][O:13][C:14]1[CH:15]=[C:16]([N:24]2[C:1]([C:3]3[CH:8]=[CH:7][C:6]([N:9]([CH3:11])[CH3:10])=[CH:5][CH:4]=3)=[CH:2][N:26]=[N:25]2)[CH:17]=[C:18]([O:22][CH3:23])[C:19]=1[O:20][CH3:21], predict the reactants needed to synthesize it. The reactants are: [C:1]([C:3]1[CH:8]=[CH:7][C:6]([N:9]([CH3:11])[CH3:10])=[CH:5][CH:4]=1)#[CH:2].[CH3:12][O:13][C:14]1[CH:15]=[C:16]([N:24]=[N+:25]=[N-:26])[CH:17]=[C:18]([O:22][CH3:23])[C:19]=1[O:20][CH3:21]. (5) Given the product [OH:45][C@@H:46]1[CH2:50][CH2:49][N:48]([C:19]([C:8]2[CH:7]=[C:6]([C:4]([O:3][CH2:1][CH3:2])=[O:5])[CH:11]=[C:10]([C:12]3[CH:13]=[CH:14][C:15]([CH3:18])=[CH:16][CH:17]=3)[CH:9]=2)=[O:20])[CH2:47]1, predict the reactants needed to synthesize it. The reactants are: [CH2:1]([O:3][C:4]([C:6]1[CH:7]=[C:8]([C:19](O)=[O:20])[CH:9]=[C:10]([C:12]2[CH:17]=[CH:16][C:15]([CH3:18])=[CH:14][CH:13]=2)[CH:11]=1)=[O:5])[CH3:2].Cl.CN(C)CCCN=C=NCC.O.ON1C2C=CC=CC=2N=N1.[OH:45][C@@H:46]1[CH2:50][CH2:49][NH:48][CH2:47]1.C(N(CC)C(C)C)(C)C. (6) The reactants are: C(=O)(O)[O-].[Na+:5].[C:6]([O:10][C:11](=[O:26])[CH2:12]/[C:13](=[CH:17]\[CH2:18][CH2:19][C:20]1[CH:25]=[CH:24][CH:23]=[CH:22][CH:21]=1)/[C:14]([OH:16])=[O:15])([CH3:9])([CH3:8])[CH3:7]. Given the product [Na+:5].[C:6]([O:10][C:11](=[O:26])[CH2:12][C@@H:13]([CH2:17][CH2:18][CH2:19][C:20]1[CH:21]=[CH:22][CH:23]=[CH:24][CH:25]=1)[C:14]([O-:16])=[O:15])([CH3:9])([CH3:7])[CH3:8], predict the reactants needed to synthesize it. (7) Given the product [CH2:1]1[C:10]2[C:5](=[CH:6][C:7]([OH:12])=[CH:8][C:9]=2[OH:11])[O:4][C@H:3]([C:13]2[CH:20]=[C:19]3[C:21]([C@H:27]4[O:36][C:35]5[C:30](=[C:31]([OH:38])[CH:32]=[C:33]([OH:37])[CH:34]=5)[CH2:29][C@H:28]4[O:39][C:40]([C:42]4[CH:43]=[C:44]([OH:50])[C:45]([OH:49])=[C:46]([OH:48])[CH:47]=4)=[O:41])=[CH:22][C:23]([OH:26])=[C:24]([OH:25])[C:18]3=[C:17]([OH:51])[C:15](=[O:16])[CH:14]=2)[C@@H:2]1[O:52][C:55]([C:65]1[CH:66]=[C:67]([OH:73])[C:68]([OH:72])=[C:69]([OH:71])[CH:70]=1)=[O:56], predict the reactants needed to synthesize it. The reactants are: [CH2:1]1[C:10]2[C:5](=[CH:6][C:7]([OH:12])=[CH:8][C:9]=2[OH:11])[O:4][C@H:3]([C:13]2[CH:20]=[C:19]3[C:21]([C@@H:27]4[O:36][C:35]5[C:30](=[C:31]([OH:38])[CH:32]=[C:33]([OH:37])[CH:34]=5)[CH2:29][C@@H:28]4[O:39][C:40]([C:42]4[CH:47]=[C:46]([OH:48])[C:45]([OH:49])=[C:44]([OH:50])[CH:43]=4)=[O:41])=[CH:22][C:23]([OH:26])=[C:24]([OH:25])[C:18]3=[C:17]([OH:51])[C:15](=[O:16])[CH:14]=2)[C@@H:2]1[OH:52].C1C2C(=CC(O)=CC=2O)[O:56][C@H:55]([C:65]2[CH:70]=[C:69]([OH:71])[C:68]([OH:72])=[C:67]([OH:73])[CH:66]=2)[C@@H]1[O:56][C:55]([C:65]1[CH:66]=[C:67]([OH:73])[C:68]([OH:72])=[C:69]([OH:71])[CH:70]=1)=O.